This data is from Full USPTO retrosynthesis dataset with 1.9M reactions from patents (1976-2016). The task is: Predict the reactants needed to synthesize the given product. (1) Given the product [CH2:1]([O:3][C:4]([C:6]1[N:7]=[N:8][C:9]([Cl:13])=[CH:10][C:11]=1[NH:24][C:21]1[N:20]=[C:19]2[N:15]([CH3:14])[CH:16]=[CH:17][C:18]2=[CH:23][CH:22]=1)=[O:5])[CH3:2], predict the reactants needed to synthesize it. The reactants are: [CH2:1]([O:3][C:4]([C:6]1[N:7]=[N:8][C:9]([Cl:13])=[CH:10][C:11]=1Cl)=[O:5])[CH3:2].[CH3:14][N:15]1[C:19]2=[N:20][C:21]([NH2:24])=[CH:22][CH:23]=[C:18]2[CH:17]=[CH:16]1. (2) Given the product [NH2:7][C:8]1[N:13]2[N:14]=[C:15]([C:17]3[O:18][CH:19]=[CH:20][CH:21]=3)[N:16]=[C:12]2[CH:11]=[C:10]([C:22]2[CH:23]=[CH:24][CH:25]=[CH:26][CH:27]=2)[N:9]=1, predict the reactants needed to synthesize it. The reactants are: COC1C=C(C=CC=1OC)C[NH:7][C:8]1[N:13]2[N:14]=[C:15]([C:17]3[O:18][CH:19]=[CH:20][CH:21]=3)[N:16]=[C:12]2[CH:11]=[C:10]([C:22]2[CH:27]=[CH:26][CH:25]=[CH:24][CH:23]=2)[N:9]=1.C1(OC)C=CC=CC=1.FC(F)(F)S(O)(=O)=O.[OH-].[Na+]. (3) The reactants are: [C:1]([O:5][C:6]([NH:8][CH2:9][CH2:10][CH2:11][NH:12][C:13]1[CH:14]=[C:15]([CH:20]=[CH:21][C:22]=1[N+:23]([O-])=O)[C:16]([O:18][CH3:19])=[O:17])=[O:7])([CH3:4])([CH3:3])[CH3:2]. Given the product [NH2:23][C:22]1[CH:21]=[CH:20][C:15]([C:16]([O:18][CH3:19])=[O:17])=[CH:14][C:13]=1[NH:12][CH2:11][CH2:10][CH2:9][NH:8][C:6]([O:5][C:1]([CH3:4])([CH3:3])[CH3:2])=[O:7], predict the reactants needed to synthesize it. (4) Given the product [CH2:1]([N:8]1[CH2:13][CH2:12][NH:11][C@H:10]([CH2:21][NH:22][C:34]([CH:36]2[CH2:41][CH2:40][CH2:39][CH2:38][CH2:37]2)=[O:35])[CH2:9]1)[C:2]1[CH:3]=[CH:4][CH:5]=[CH:6][CH:7]=1, predict the reactants needed to synthesize it. The reactants are: [CH2:1]([N:8]1[CH2:13][CH2:12][N:11](C(OC(C)(C)C)=O)[C@H:10]([CH2:21][N:22]([C:34]([CH:36]2[CH2:41][CH2:40][CH2:39][CH2:38][CH2:37]2)=[O:35])CC2C=CC(OC)=CC=2OC)[CH2:9]1)[C:2]1[CH:7]=[CH:6][CH:5]=[CH:4][CH:3]=1.C(O)(C(F)(F)F)=O.C(=O)([O-])O.[Na+].C(=O)([O-])[O-].[K+].[K+]. (5) Given the product [Cl:11][C:12]1[N:17]=[CH:16][N:15]=[C:14]([N:18]2[CH2:19][CH2:20][N:21]([S:24]([CH2:27][CH:28]([N:37]([OH:38])[CH:5]=[O:7])[CH2:29][CH2:30][C:31]3[CH:36]=[CH:35][CH:34]=[CH:33][CH:32]=3)(=[O:26])=[O:25])[CH2:22][CH2:23]2)[CH:13]=1, predict the reactants needed to synthesize it. The reactants are: C(O[C:5](=[O:7])C)(=O)C.C(O)=O.[Cl:11][C:12]1[N:17]=[CH:16][N:15]=[C:14]([N:18]2[CH2:23][CH2:22][N:21]([S:24]([CH2:27][CH:28]([NH:37][OH:38])[CH2:29][CH2:30][C:31]3[CH:36]=[CH:35][CH:34]=[CH:33][CH:32]=3)(=[O:26])=[O:25])[CH2:20][CH2:19]2)[CH:13]=1. (6) Given the product [F:1][C:2]1[CH:10]=[C:9]2[C:5]([C:6]([C:11]3[CH2:12][CH2:13][N:14]([CH2:31][CH2:30][CH:29]4[C:24]5[CH:23]=[CH:22][C:21]([C:19]([N:18]([CH3:38])[CH3:17])=[O:20])=[CH:37][C:25]=5[CH2:26][CH2:27][O:28]4)[CH2:15][CH:16]=3)=[CH:7][NH:8]2)=[CH:4][CH:3]=1, predict the reactants needed to synthesize it. The reactants are: [F:1][C:2]1[CH:10]=[C:9]2[C:5]([C:6]([C:11]3[CH2:12][CH2:13][NH:14][CH2:15][CH:16]=3)=[CH:7][NH:8]2)=[CH:4][CH:3]=1.[CH3:17][N:18]([CH3:38])[C:19]([C:21]1[CH:22]=[CH:23][C:24]2[CH:29]([CH2:30][CH2:31]CS([O-])(=O)=O)[O:28][CH2:27][CH2:26][C:25]=2[CH:37]=1)=[O:20].C(=O)([O-])[O-].[K+].[K+].[I-].[K+].